Dataset: Catalyst prediction with 721,799 reactions and 888 catalyst types from USPTO. Task: Predict which catalyst facilitates the given reaction. Reactant: [Br:1][C:2]1[CH:3]=[C:4]2[CH2:12][CH2:11][C:10]3[CH:13]=[C:14]([Cl:17])[CH:15]=[CH:16][C:9]=3[CH:8]([N:18]3[CH2:23][CH2:22][N:21]([C:24](=[O:32])[CH2:25][CH:26]4[CH2:31][CH2:30][NH:29][CH2:28][CH2:27]4)[CH2:20][CH2:19]3)[C:5]2=[N:6][CH:7]=1.[C:33]([N:37]=[C:38]=[O:39])([CH3:36])([CH3:35])[CH3:34]. Product: [Br:1][C:2]1[CH:3]=[C:4]2[CH2:12][CH2:11][C:10]3[CH:13]=[C:14]([Cl:17])[CH:15]=[CH:16][C:9]=3[CH:8]([N:18]3[CH2:19][CH2:20][N:21]([C:24](=[O:32])[CH2:25][CH:26]4[CH2:31][CH2:30][N:29]([C:38]([NH:37][C:33]([CH3:36])([CH3:35])[CH3:34])=[O:39])[CH2:28][CH2:27]4)[CH2:22][CH2:23]3)[C:5]2=[N:6][CH:7]=1. The catalyst class is: 4.